Dataset: Merck oncology drug combination screen with 23,052 pairs across 39 cell lines. Task: Regression. Given two drug SMILES strings and cell line genomic features, predict the synergy score measuring deviation from expected non-interaction effect. (1) Drug 1: O=c1[nH]cc(F)c(=O)[nH]1. Drug 2: O=C(NOCC(O)CO)c1ccc(F)c(F)c1Nc1ccc(I)cc1F. Cell line: NCIH1650. Synergy scores: synergy=4.33. (2) Drug 1: Cc1nc(Nc2ncc(C(=O)Nc3c(C)cccc3Cl)s2)cc(N2CCN(CCO)CC2)n1. Drug 2: NC1CCCCC1N.O=C(O)C(=O)O.[Pt+2]. Cell line: UWB1289BRCA1. Synergy scores: synergy=-2.88. (3) Drug 1: Cn1nnc2c(C(N)=O)ncn2c1=O. Drug 2: Cn1c(=O)n(-c2ccc(C(C)(C)C#N)cc2)c2c3cc(-c4cnc5ccccc5c4)ccc3ncc21. Cell line: DLD1. Synergy scores: synergy=11.4. (4) Drug 1: CN(C)C(=N)N=C(N)N. Drug 2: Cn1cc(-c2cnn3c(N)c(Br)c(C4CCCNC4)nc23)cn1. Cell line: LNCAP. Synergy scores: synergy=-2.50. (5) Drug 1: CN(Cc1cnc2nc(N)nc(N)c2n1)c1ccc(C(=O)NC(CCC(=O)O)C(=O)O)cc1. Drug 2: CC(C)CC(NC(=O)C(Cc1ccccc1)NC(=O)c1cnccn1)B(O)O. Cell line: OCUBM. Synergy scores: synergy=-4.11. (6) Drug 1: COC12C(COC(N)=O)C3=C(C(=O)C(C)=C(N)C3=O)N1CC1NC12. Drug 2: Cn1cc(-c2cnn3c(N)c(Br)c(C4CCCNC4)nc23)cn1. Cell line: NCIH460. Synergy scores: synergy=6.80. (7) Drug 1: N.N.O=C(O)C1(C(=O)O)CCC1.[Pt]. Drug 2: CCc1cnn2c(NCc3ccc[n+]([O-])c3)cc(N3CCCCC3CCO)nc12. Cell line: CAOV3. Synergy scores: synergy=-24.8. (8) Drug 1: CCC1(O)CC2CN(CCc3c([nH]c4ccccc34)C(C(=O)OC)(c3cc4c(cc3OC)N(C)C3C(O)(C(=O)OC)C(OC(C)=O)C5(CC)C=CCN6CCC43C65)C2)C1. Drug 2: C#Cc1cccc(Nc2ncnc3cc(OCCOC)c(OCCOC)cc23)c1. Cell line: NCIH520. Synergy scores: synergy=39.9. (9) Drug 1: COc1cc(C2c3cc4c(cc3C(OC3OC5COC(C)OC5C(O)C3O)C3COC(=O)C23)OCO4)cc(OC)c1O. Drug 2: NC(=O)c1cccc2cn(-c3ccc(C4CCCNC4)cc3)nc12. Cell line: SKOV3. Synergy scores: synergy=21.9. (10) Drug 1: CN(C)C(=N)N=C(N)N. Drug 2: Cc1nc(Nc2ncc(C(=O)Nc3c(C)cccc3Cl)s2)cc(N2CCN(CCO)CC2)n1. Cell line: A2780. Synergy scores: synergy=26.0.